Dataset: Full USPTO retrosynthesis dataset with 1.9M reactions from patents (1976-2016). Task: Predict the reactants needed to synthesize the given product. (1) The reactants are: Cl[C:2]1[CH:7]=[C:6]([CH2:8][O:9][CH2:10][C:11]([F:14])([F:13])[F:12])[CH:5]=[C:4]([F:15])[CH:3]=1.[B:16]1([B:16]2[O:20][C:19]([CH3:22])([CH3:21])[C:18]([CH3:24])([CH3:23])[O:17]2)[O:20][C:19]([CH3:22])([CH3:21])[C:18]([CH3:24])([CH3:23])[O:17]1.C([O-])(=O)C.[K+].C1(P(C2CCCCC2)C2C=CC=CC=2C2C(C(C)C)=CC(C(C)C)=CC=2C(C)C)CCCCC1. Given the product [F:15][C:4]1[CH:3]=[C:2]([B:16]2[O:20][C:19]([CH3:22])([CH3:21])[C:18]([CH3:24])([CH3:23])[O:17]2)[CH:7]=[C:6]([CH2:8][O:9][CH2:10][C:11]([F:14])([F:13])[F:12])[CH:5]=1, predict the reactants needed to synthesize it. (2) Given the product [CH:15](=[O:31])[CH:16]=[CH:17][CH:18]=[CH:19][CH:20]=[CH:21][CH:22]=[CH:23][CH:24]=[CH:25][CH:26]=[CH:27][CH3:28], predict the reactants needed to synthesize it. The reactants are: C(=O)C.C(=O)/C=C/C.N1CCCCC1.[CH:15](=[O:31])[CH:16]=[CH:17][CH:18]=[CH:19][CH:20]=[CH:21][CH:22]=[CH:23][CH:24]=[CH:25][CH:26]=[CH:27][CH:28]=CC. (3) Given the product [OH:8][C:9]1[CH:10]=[C:11]([C:15]2[N:20]=[C:19]([N:21]3[CH2:26][CH2:25][O:24][CH2:23][C:22]3=[O:27])[C:18]3[NH:28][CH:32]=[CH:31][C:17]=3[N:16]=2)[CH:12]=[CH:13][CH:14]=1, predict the reactants needed to synthesize it. The reactants are: C([O:8][C:9]1[CH:10]=[C:11]([C:15]2[N:20]=[C:19]([N:21]3[CH2:26][CH2:25][O:24][CH2:23][C:22]3=[O:27])[C:18]([N+:28]([O-])=O)=[C:17](/[CH:31]=[CH:32]/N(C)C)[N:16]=2)[CH:12]=[CH:13][CH:14]=1)C1C=CC=CC=1. (4) Given the product [Cl:17][C:12]1[C:11]2[C:6](=[N:7][CH:8]=[CH:9][CH:10]=2)[N:5]2[N:1]=[N:2][N:3]=[C:4]2[CH:13]=1, predict the reactants needed to synthesize it. The reactants are: [N:1]1[N:5]2[C:6]3[C:11]([C:12](O)=[CH:13][C:4]2=[N:3][N:2]=1)=[CH:10][CH:9]=[CH:8][N:7]=3.P(Cl)(Cl)([Cl:17])=O. (5) Given the product [F:1][C:2]1[CH:15]=[C:14]([C:16]([F:19])([F:17])[F:18])[CH:13]=[CH:12][C:3]=1[C@@H:4]([NH:5][S@@:6]([C:8]([CH3:11])([CH3:9])[CH3:10])=[O:7])[CH3:20], predict the reactants needed to synthesize it. The reactants are: [F:1][C:2]1[CH:15]=[C:14]([C:16]([F:19])([F:18])[F:17])[CH:13]=[CH:12][C:3]=1/[CH:4]=[N:5]/[S@@:6]([C:8]([CH3:11])([CH3:10])[CH3:9])=[O:7].[CH3:20][Mg]Br.CCOC(C)=O.CCCCCCC. (6) Given the product [Br:33][CH2:34][CH2:35][CH2:36][C:9]1([CH2:1][CH2:2][CH2:3][CH2:4][CH2:5][CH2:6][CH2:7][CH3:8])[C:21]2[CH:20]=[CH:19][CH:18]=[CH:17][C:16]=2[C:15]2[C:10]1=[CH:11][CH:12]=[CH:13][CH:14]=2, predict the reactants needed to synthesize it. The reactants are: [CH2:1]([CH:9]1[C:21]2[CH:20]=[CH:19][CH:18]=[CH:17][C:16]=2[C:15]2[C:10]1=[CH:11][CH:12]=[CH:13][CH:14]=2)[CH2:2][CH2:3][CH2:4][CH2:5][CH2:6][CH2:7][CH3:8].C([Li])CCC.CCCCCC.[Br:33][CH2:34][CH2:35][CH2:36]Br. (7) Given the product [ClH:2].[Cl:2][CH2:3][CH2:4][CH2:5][CH2:6][CH:7]([C:19]1[CH:20]=[C:21]([F:27])[C:22]([F:26])=[C:23]([F:25])[CH:24]=1)[C:8]([NH:10][NH2:11])=[O:9], predict the reactants needed to synthesize it. The reactants are: Cl.[Cl:2][CH2:3][CH2:4][CH2:5][CH2:6][CH:7]([C:19]1[CH:24]=[C:23]([F:25])[C:22]([F:26])=[C:21]([F:27])[CH:20]=1)[C:8]([NH:10][NH:11]C(OC(C)(C)C)=O)=[O:9]. (8) Given the product [C:29]1([CH:35]2[CH2:36][CH2:37][N:38]([CH:1]([C:4]3[CH:5]=[CH:6][C:7]([NH:10][C:11](=[O:28])[CH:12]([NH:16][C:17](=[O:27])[CH2:18][C:19]4[CH:24]=[C:23]([F:25])[CH:22]=[C:21]([F:26])[CH:20]=4)[CH2:13][CH2:14][CH3:15])=[N:8][CH:9]=3)[CH3:2])[CH2:39][CH2:40]2)[CH:34]=[CH:33][CH:32]=[CH:31][CH:30]=1, predict the reactants needed to synthesize it. The reactants are: [C:1]([C:4]1[CH:5]=[CH:6][C:7]([NH:10][C:11](=[O:28])[CH:12]([NH:16][C:17](=[O:27])[CH2:18][C:19]2[CH:24]=[C:23]([F:25])[CH:22]=[C:21]([F:26])[CH:20]=2)[CH2:13][CH2:14][CH3:15])=[N:8][CH:9]=1)(=O)[CH3:2].[C:29]1([CH:35]2[CH2:40][CH2:39][NH:38][CH2:37][CH2:36]2)[CH:34]=[CH:33][CH:32]=[CH:31][CH:30]=1.C(O)(=O)C.S([O-])([O-])(=O)=O.[Na+].[Na+].C(O[BH-](OC(=O)C)OC(=O)C)(=O)C.[Na+].